Dataset: Catalyst prediction with 721,799 reactions and 888 catalyst types from USPTO. Task: Predict which catalyst facilitates the given reaction. Product: [N:3]1[CH:2]=[CH:7][N:6]=[C:5]2[NH:8][CH:9]=[C:10]([C:11]([NH2:13])=[O:12])[C:4]=12. Reactant: Br[C:2]1[N:3]=[C:4]2[C:10]([C:11]([NH:13]C(C)C)=[O:12])=[CH:9][N:8](COCC[Si](C)(C)C)[C:5]2=[N:6][CH:7]=1.CN1C2CCC(C)(C)CC=2C([Sn](CCCC)(CCCC)CCCC)=N1. The catalyst class is: 441.